This data is from Full USPTO retrosynthesis dataset with 1.9M reactions from patents (1976-2016). The task is: Predict the reactants needed to synthesize the given product. (1) Given the product [CH2:1]([N:8]1[C:17](=[O:18])[C:16]2[C:11](=[CH:12][C:13]([Cl:19])=[CH:14][CH:15]=2)[N:10]=[C:9]1[CH:20]([N:24]([CH2:25][C:26](=[O:40])[CH2:27][CH2:28][N:29]1[C:37](=[O:38])[C:36]2[C:31](=[CH:32][CH:33]=[CH:34][CH:35]=2)[C:30]1=[O:39])[C:54](=[O:55])[C:51]1[CH:52]=[CH:53][C:48]([CH3:57])=[CH:49][CH:50]=1)[CH:21]([CH3:23])[CH3:22])[C:2]1[CH:3]=[CH:4][CH:5]=[CH:6][CH:7]=1, predict the reactants needed to synthesize it. The reactants are: [CH2:1]([N:8]1[C:17](=[O:18])[C:16]2[C:11](=[CH:12][C:13]([Cl:19])=[CH:14][CH:15]=2)[N:10]=[C:9]1[CH:20]([NH:24][CH2:25][C:26](=[O:40])[CH2:27][CH2:28][N:29]1[C:37](=[O:38])[C:36]2[C:31](=[CH:32][CH:33]=[CH:34][CH:35]=2)[C:30]1=[O:39])[CH:21]([CH3:23])[CH3:22])[C:2]1[CH:7]=[CH:6][CH:5]=[CH:4][CH:3]=1.C(N(CC)CC)C.[C:48]1([CH3:57])[CH:53]=[CH:52][C:51]([C:54](Cl)=[O:55])=[CH:50][CH:49]=1. (2) Given the product [CH3:37][O:31][C:30](=[O:32])[C:29]1[CH:33]=[C:34]([CH3:35])[C:26]([N:23]2[CH2:24][CH2:25][N:20]([C:10]3[CH:9]=[C:8]([C:5]4[CH:4]=[CH:3][C:2]([F:1])=[CH:7][CH:6]=4)[N:13]=[C:12]([N:14]4[CH2:18][CH2:17][CH2:16][CH:15]4[CH3:19])[N:11]=3)[C@H:21]([CH3:36])[CH2:22]2)=[N:27][CH:28]=1, predict the reactants needed to synthesize it. The reactants are: [F:1][C:2]1[CH:7]=[CH:6][C:5]([C:8]2[N:13]=[C:12]([N:14]3[CH2:18][CH2:17][CH2:16][CH:15]3[CH3:19])[N:11]=[C:10]([N:20]3[CH2:25][CH2:24][N:23]([C:26]4[C:34]([CH3:35])=[CH:33][C:29]([C:30]([OH:32])=[O:31])=[CH:28][N:27]=4)[CH2:22][C@H:21]3[CH3:36])[CH:9]=2)=[CH:4][CH:3]=1.[CH3:37]O. (3) Given the product [Cl:42][C:39]1[CH:40]=[CH:41][C:36]([C:28]2[N:29]=[C:30]3[CH:35]=[CH:34][CH:33]=[CH:32][N:31]3[C:27]=2[CH2:26][N:43]2[C:51]3[C:46](=[CH:47][CH:48]=[CH:49][CH:50]=3)[CH:45]=[C:44]2[C:52]([O:54][CH2:55][CH3:56])=[O:53])=[CH:37][CH:38]=1, predict the reactants needed to synthesize it. The reactants are: N1(CC2N3C=C(C)C=CC3=NC=2C2C=CC(C)=CC=2)C=CN=C1.Cl.Cl[CH2:26][C:27]1[N:31]2[CH:32]=[CH:33][CH:34]=[CH:35][C:30]2=[N:29][C:28]=1[C:36]1[CH:41]=[CH:40][C:39]([Cl:42])=[CH:38][CH:37]=1.[NH:43]1[C:51]2[C:46](=[CH:47][CH:48]=[CH:49][CH:50]=2)[CH:45]=[C:44]1[C:52]([O:54][CH2:55][CH3:56])=[O:53].